Dataset: Full USPTO retrosynthesis dataset with 1.9M reactions from patents (1976-2016). Task: Predict the reactants needed to synthesize the given product. (1) Given the product [C:17]1([O:14][CH:13]2[CH:12]3[CH2:11][CH2:10][N:9]([CH2:16][CH2:15]3)[CH:8]2[CH2:7][C:3]2[CH:2]=[N:1][CH:6]=[CH:5][CH:4]=2)[CH:22]=[CH:21][CH:20]=[CH:19][CH:18]=1, predict the reactants needed to synthesize it. The reactants are: [N:1]1[CH:6]=[CH:5][CH:4]=[C:3]([CH2:7][CH:8]2[CH:13]([OH:14])[CH:12]3[CH2:15][CH2:16][N:9]2[CH2:10][CH2:11]3)[CH:2]=1.[C:17]1(O)[CH:22]=[CH:21][CH:20]=[CH:19][CH:18]=1.C1(P(C2C=CC=CC=2)C2C=CC=CC=2)C=CC=CC=1. (2) Given the product [C:7]([C:6]1[CH:9]=[CH:10][C:3]([CH:1]2[C:27]([C:26]([O:32][CH2:33][CH3:34])=[O:31])=[C:28]([CH3:30])[N:18]([C:15]3[CH:16]=[CH:17][C:12]([F:11])=[C:13]([C:22]([F:23])([F:24])[F:25])[CH:14]=3)[C:19](=[O:20])[NH:21]2)=[CH:4][CH:5]=1)#[N:8], predict the reactants needed to synthesize it. The reactants are: [CH:1]([C:3]1[CH:10]=[CH:9][C:6]([C:7]#[N:8])=[CH:5][CH:4]=1)=O.[F:11][C:12]1[CH:17]=[CH:16][C:15]([NH:18][C:19]([NH2:21])=[O:20])=[CH:14][C:13]=1[C:22]([F:25])([F:24])[F:23].[C:26]([O:32][CH2:33][CH3:34])(=[O:31])[CH2:27][C:28]([CH3:30])=O.P(OCC)(OCC)(OCC)=O.O=P12OP3(OP(OP(O3)(O1)=O)(=O)O2)=O. (3) Given the product [C:1]([OH:9])(=[O:8])[C:2]1[CH:7]=[CH:6][CH:5]=[CH:4][CH:3]=1.[C:10]([OH:18])(=[O:17])[C:11]1[CH:16]=[CH:15][CH:14]=[CH:13][CH:12]=1.[C:19]([OH:27])(=[O:26])[C:20]1[CH:25]=[CH:24][CH:23]=[CH:22][CH:21]=1.[OH:45][C@@H:44]1[C@H:43]([OH:46])[C@@H:42]([CH2:47][OH:48])[O:41][C@H:40]1[N:35]1[CH:34]=[CH:33][C:32]2[C:37](=[CH:38][C:29]([C:50]#[N:51])=[CH:30][CH:31]=2)[C:36]1=[O:39], predict the reactants needed to synthesize it. The reactants are: [C:1]([OH:9])(=[O:8])[C:2]1[CH:7]=[CH:6][CH:5]=[CH:4][CH:3]=1.[C:10]([OH:18])(=[O:17])[C:11]1[CH:16]=[CH:15][CH:14]=[CH:13][CH:12]=1.[C:19]([OH:27])(=[O:26])[C:20]1[CH:25]=[CH:24][CH:23]=[CH:22][CH:21]=1.Br[C:29]1[CH:38]=[C:37]2[C:32]([CH:33]=[CH:34][N:35]([C@H:40]3[C@H:44]([OH:45])[C@H:43]([OH:46])[C@@H:42]([CH2:47][OH:48])[O:41]3)[C:36]2=[O:39])=[CH:31][CH:30]=1.[Cu][C:50]#[N:51]. (4) Given the product [C:28]([C:32]1[N:33]=[C:34]([N:53]2[CH2:54][CH2:55][O:56][C:51]([CH3:57])([CH3:50])[CH2:52]2)[C:35]2[N:40]=[N:39][N:38]([CH2:41][C:42]3[CH:47]=[CH:46][CH:45]=[CH:44][C:43]=3[Cl:48])[C:36]=2[N:37]=1)([CH3:31])([CH3:30])[CH3:29], predict the reactants needed to synthesize it. The reactants are: C(C1N=C(N2CCOCC2)C2N=NN(CC3C=CC=CC=3Cl)C=2N=1)(C)(C)C.[C:28]([C:32]1[N:33]=[C:34](Cl)[C:35]2[N:40]=[N:39][N:38]([CH2:41][C:42]3[CH:47]=[CH:46][CH:45]=[CH:44][C:43]=3[Cl:48])[C:36]=2[N:37]=1)([CH3:31])([CH3:30])[CH3:29].[CH3:50][C:51]1([CH3:57])[O:56][CH2:55][CH2:54][NH:53][CH2:52]1. (5) Given the product [CH3:1][N:2]([CH3:26])[S:3]([C:6]1[NH:7][C:8]2[C:13]([CH:14]=1)=[CH:12][CH:11]=[C:10]([Cl:15])[CH:9]=2)(=[O:4])=[O:5], predict the reactants needed to synthesize it. The reactants are: [CH3:1][N:2]([CH3:26])[S:3]([C:6]1[N:7](S(C2C=CC(C)=CC=2)(=O)=O)[C:8]2[C:13]([CH:14]=1)=[CH:12][CH:11]=[C:10]([Cl:15])[CH:9]=2)(=[O:5])=[O:4].CCCC[N+](CCCC)(CCCC)CCCC.[F-]. (6) The reactants are: [F:1][C:2]1[CH:3]=[C:4]([CH:31]=[C:32]([F:34])[CH:33]=1)[CH2:5][C@H:6]([NH:22][C:23](=[O:30])[CH2:24][CH2:25][CH2:26][C:27]([OH:29])=[O:28])[C@H:7]([OH:21])[CH2:8][NH:9][C:10]1([C:13]2[CH:18]=[CH:17][CH:16]=[C:15]([CH2:19][CH3:20])[CH:14]=2)[CH2:12][CH2:11]1.[CH2:35](Cl)[CH2:36]Cl.[CH:39]1[CH:40]=C[C:42]2[N:47](O)N=[N:45][C:43]=2[CH:44]=1. Given the product [N:47]12[CH2:36][CH2:35][CH:44]([CH2:39][CH2:40]1)[C@@H:43]([NH:45][C:27](=[O:29])[CH2:26][CH2:25][CH2:24][C:23]([NH:22][C@@H:6]([CH2:5][C:4]1[CH:31]=[C:32]([F:34])[CH:33]=[C:2]([F:1])[CH:3]=1)[C@H:7]([OH:21])[CH2:8][NH:9][C:10]1([C:13]3[CH:18]=[CH:17][CH:16]=[C:15]([CH2:19][CH3:20])[CH:14]=3)[CH2:11][CH2:12]1)=[O:30])[CH2:42]2.[CH:27]([OH:29])=[O:28], predict the reactants needed to synthesize it. (7) Given the product [CH3:1][O:2][C:3]1[N:4]=[N+:5]([O-:14])[CH:6]=[CH:7][CH:8]=1, predict the reactants needed to synthesize it. The reactants are: [CH3:1][O:2][C:3]1[N:4]=[N:5][CH:6]=[CH:7][CH:8]=1.ClC1C=C(C=CC=1)C(OOC(=O)C1C=CC=C(Cl)C=1)=[O:14].C(=O)([O-])O.[Na+]. (8) Given the product [C:1]([N:4]1[CH2:9][CH2:8][CH:7]([C:10]2[N:14]=[C:13]([N-:15][C:16]3[C:21]([S:22][C:23]4[CH:32]=[CH:31][C:26]([C:27]([O-:29])=[O:28])=[CH:25][CH:24]=4)=[CH:20][C:19]([O:33][C:34]4[CH:35]=[CH:36][CH:37]=[CH:38][CH:39]=4)=[CH:18][N:17]=3)[S:12][N:11]=2)[CH2:6][CH2:5]1)(=[O:3])[CH3:2].[Na+:41].[Na+:41], predict the reactants needed to synthesize it. The reactants are: [C:1]([N:4]1[CH2:9][CH2:8][CH:7]([C:10]2[N:14]=[C:13]([NH:15][C:16]3[C:21]([S:22][C:23]4[CH:32]=[CH:31][C:26]([C:27]([O:29]C)=[O:28])=[CH:25][CH:24]=4)=[CH:20][C:19]([O:33][C:34]4[CH:39]=[CH:38][CH:37]=[CH:36][CH:35]=4)=[CH:18][N:17]=3)[S:12][N:11]=2)[CH2:6][CH2:5]1)(=[O:3])[CH3:2].[OH-].[Na+:41].